Dataset: Reaction yield outcomes from USPTO patents with 853,638 reactions. Task: Predict the reaction yield, written as a fraction of the theoretical maximum amount of product (1.0 means a 100% yield; for example, 0.34 means a 34% yield). (1) The reactants are Br[C:2]1[C:6]2[CH:7]=[CH:8][CH:9]=[CH:10][C:5]=2[S:4][CH:3]=1.O(C(C)(C)C)[K].[I-].[K+].[CH2:19]([OH:22])[CH2:20][OH:21]. The catalyst is [Cu]=O. The product is [S:4]1[C:5]2[CH:10]=[CH:9][CH:8]=[CH:7][C:6]=2[C:2]([O:21][CH2:20][CH2:19][OH:22])=[CH:3]1. The yield is 0.600. (2) The reactants are [Cl:1][C:2]1[CH:7]=[CH:6][C:5]([S:8]([N:11]([C:15]2[C:16]([C:22](=[O:33])[C:23]3[CH:28]=[C:27]([N+:29]([O-:31])=[O:30])[CH:26]=[CH:25][C:24]=3[Cl:32])=[N:17][CH:18]=[C:19]([CH3:21])[CH:20]=2)COC)(=[O:10])=[O:9])=[CH:4][C:3]=1[C:34]([F:37])([F:36])[F:35].O. The catalyst is Cl.O1CCOCC1. The product is [Cl:1][C:2]1[CH:7]=[CH:6][C:5]([S:8]([NH:11][C:15]2[C:16]([C:22](=[O:33])[C:23]3[CH:28]=[C:27]([N+:29]([O-:31])=[O:30])[CH:26]=[CH:25][C:24]=3[Cl:32])=[N:17][CH:18]=[C:19]([CH3:21])[CH:20]=2)(=[O:9])=[O:10])=[CH:4][C:3]=1[C:34]([F:37])([F:35])[F:36]. The yield is 0.640.